Dataset: Catalyst prediction with 721,799 reactions and 888 catalyst types from USPTO. Task: Predict which catalyst facilitates the given reaction. (1) Reactant: C([O:8][C:9](=[O:38])[C@@H:10]1[CH2:14][CH2:13][CH2:12][N:11]1[C:15](=[O:37])[CH2:16][CH2:17][C:18](=[O:36])[C@@H:19]([NH:27][C:28](=[O:35])[C:29]1[CH:34]=[CH:33][CH:32]=[CH:31][CH:30]=1)[CH2:20][C:21]1[CH:26]=[CH:25][CH:24]=[CH:23][CH:22]=1)C1C=CC=CC=1.[H][H]. Product: [C:28]([NH:27][C@@H:19]([CH2:20][C:21]1[CH:22]=[CH:23][CH:24]=[CH:25][CH:26]=1)[C:18](=[O:36])[CH2:17][CH2:16][C:15]([N:11]1[CH2:12][CH2:13][CH2:14][C@H:10]1[C:9]([OH:38])=[O:8])=[O:37])(=[O:35])[C:29]1[CH:34]=[CH:33][CH:32]=[CH:31][CH:30]=1. The catalyst class is: 582. (2) Reactant: C(=O)([O-])[O-].[K+].[K+].[C:7]([O:11][C:12]([N:14]([CH3:30])[C@@H:15]1[CH2:20][CH2:19][C@H:18]([O:21]C(=O)C2C=CC=CC=2)[CH2:17][CH2:16]1)=[O:13])([CH3:10])([CH3:9])[CH3:8].[OH-].[Na+]. Product: [C:7]([O:11][C:12](=[O:13])[N:14]([C@H:15]1[CH2:16][CH2:17][C@@H:18]([OH:21])[CH2:19][CH2:20]1)[CH3:30])([CH3:10])([CH3:8])[CH3:9]. The catalyst class is: 191. (3) The catalyst class is: 16. Product: [CH3:11][O:3][C:4]1[CH:5]=[CH:6][C:7]([CH3:10])=[N:8][CH:9]=1. Reactant: [OH-].[K+].[OH:3][C:4]1[CH:5]=[CH:6][C:7]([CH3:10])=[N:8][CH:9]=1.[CH3:11]I.O. (4) Reactant: [CH2:1]([O:3][C:4](=[O:38])[CH2:5][C:6]1[C:14]2[C:9](=[CH:10][C:11]([C:15]3[CH:20]=[C:19]([N+:21]([O-])=O)[CH:18]=[C:17]([N+:24]([O-])=O)[CH:16]=3)=[CH:12][CH:13]=2)[N:8]([CH2:27][C:28]2[C:29]3[CH:36]=[C:35]([Br:37])[CH:34]=[CH:33][C:30]=3[S:31][CH:32]=2)[CH:7]=1)[CH3:2].Cl. Product: [CH2:1]([O:3][C:4](=[O:38])[CH2:5][C:6]1[C:14]2[C:9](=[CH:10][C:11]([C:15]3[CH:20]=[C:19]([NH2:21])[CH:18]=[C:17]([NH2:24])[CH:16]=3)=[CH:12][CH:13]=2)[N:8]([CH2:27][C:28]2[C:29]3[CH:36]=[C:35]([Br:37])[CH:34]=[CH:33][C:30]=3[S:31][CH:32]=2)[CH:7]=1)[CH3:2]. The catalyst class is: 50. (5) Product: [NH2:30][C:10]1[CH:11]=[CH:12][C:13]([O:16][C:17]2[CH:22]=[CH:21][N:20]=[C:19]([NH:23][C:24]3[CH:29]=[CH:28][CH:27]=[CH:26][CH:25]=3)[CH:18]=2)=[C:14]([F:15])[C:9]=1[F:8]. Reactant: C(O)(C(F)(F)F)=O.[F:8][C:9]1[C:14]([F:15])=[C:13]([O:16][C:17]2[CH:22]=[CH:21][N:20]=[C:19]([NH:23][C:24]3[CH:29]=[CH:28][CH:27]=[CH:26][CH:25]=3)[CH:18]=2)[CH:12]=[CH:11][C:10]=1[NH:30]C(=O)OC(C)(C)C. The catalyst class is: 2.